The task is: Predict the reaction yield, written as a fraction of the theoretical maximum amount of product (1.0 means a 100% yield; for example, 0.34 means a 34% yield).. This data is from Reaction yield outcomes from USPTO patents with 853,638 reactions. (1) The reactants are Cl[C:2]1[N:3]=[N:4][C:5]([C:8]2[O:12][N:11]=[C:10]([CH3:13])[N:9]=2)=[CH:6][CH:7]=1.Cl.[NH:15]1[CH2:19][CH2:18][C:17]2([CH2:23][C:22]3[CH:24]=[CH:25][CH:26]=[CH:27][C:21]=3[O:20]2)[CH2:16]1.C(=O)([O-])[O-].[K+].[K+].O. The catalyst is CN(C=O)C. The product is [CH3:13][C:10]1[N:9]=[C:8]([C:5]2[N:4]=[N:3][C:2]([N:15]3[CH2:19][CH2:18][C:17]4([CH2:23][C:22]5[CH:24]=[CH:25][CH:26]=[CH:27][C:21]=5[O:20]4)[CH2:16]3)=[CH:7][CH:6]=2)[O:12][N:11]=1. The yield is 0.520. (2) The product is [CH3:13][O:14][C:15]1[CH:20]=[CH:19][C:18]([C:21]2[N:22]=[C:23]([CH:34]3[CH2:39][CH2:38][N:37]([C:5](=[O:11])[N:54]([CH:48]4[CH2:53][CH2:52][CH2:51][CH2:50][CH2:49]4)[OH:55])[CH2:36][CH2:35]3)[O:24][C:25]=2[C:26]2[CH:31]=[CH:30][C:29]([O:32][CH3:33])=[CH:28][CH:27]=2)=[CH:17][CH:16]=1. The yield is 0.590. The catalyst is ClCCl.O. The reactants are ClC(Cl)(O[C:5](=[O:11])OC(Cl)(Cl)Cl)Cl.[CH3:13][O:14][C:15]1[CH:20]=[CH:19][C:18]([C:21]2[N:22]=[C:23]([CH:34]3[CH2:39][CH2:38][NH:37][CH2:36][CH2:35]3)[O:24][C:25]=2[C:26]2[CH:31]=[CH:30][C:29]([O:32][CH3:33])=[CH:28][CH:27]=2)=[CH:17][CH:16]=1.C(N(CC)CC)C.Cl.[CH:48]1([NH:54][OH:55])[CH2:53][CH2:52][CH2:51][CH2:50][CH2:49]1.[Cl-].[NH4+].